Dataset: Reaction yield outcomes from USPTO patents with 853,638 reactions. Task: Predict the reaction yield, written as a fraction of the theoretical maximum amount of product (1.0 means a 100% yield; for example, 0.34 means a 34% yield). (1) The reactants are [H-].[Na+].[Br:3][C:4]1[CH:5]=[CH:6][C:7]([O:13][CH2:14][CH2:15]Br)=[C:8]([C:10](=[O:12])[CH3:11])[CH:9]=1. The catalyst is C1COCC1. The product is [Br:3][C:4]1[CH:5]=[CH:6][C:7]2[O:13][CH2:14][CH2:15][CH2:11][C:10](=[O:12])[C:8]=2[CH:9]=1. The yield is 0.700. (2) The reactants are Cl.Cl.[NH2:3][C:4]1[NH:5][C:6]2[NH:7][CH2:8][CH:9]([CH:15]([OH:19])[CH:16]([OH:18])[CH3:17])[NH:10][C:11]=2[C:12](=[O:14])[N:13]=1.C(O[C:24](=[O:26])[CH3:25])(=O)C. The catalyst is C(O)(=O)C. The product is [C:12]([O:18][CH:16]([CH3:17])[CH:15]([O:19][C:24](=[O:26])[CH3:25])[CH:9]1[CH2:8][NH:7][C:6]2[N:5]=[C:4]([NH2:3])[NH:13][C:12](=[O:14])[C:11]=2[N:10]1[C:16](=[O:18])[CH3:15])(=[O:14])[CH3:11]. The yield is 0.820.